From a dataset of Reaction yield outcomes from USPTO patents with 853,638 reactions. Predict the reaction yield, written as a fraction of the theoretical maximum amount of product (1.0 means a 100% yield; for example, 0.34 means a 34% yield). (1) The reactants are [CH:1]1([CH2:4][O:5][C:6]2[CH:11]=[CH:10][C:9]([CH2:12][CH2:13][C:14]3[CH:23]=[CH:22][C:17]([C:18](OC)=[O:19])=[C:16]([O:24][CH2:25][O:26][CH3:27])[CH:15]=3)=[CH:8][CH:7]=2)[CH2:3][CH2:2]1.[H-].[Al+3].[Li+].[H-].[H-].[H-].O.[OH-].[Na+]. The catalyst is C1COCC1. The product is [CH:1]1([CH2:4][O:5][C:6]2[CH:7]=[CH:8][C:9]([CH2:12][CH2:13][C:14]3[CH:23]=[CH:22][C:17]([CH2:18][OH:19])=[C:16]([O:24][CH2:25][O:26][CH3:27])[CH:15]=3)=[CH:10][CH:11]=2)[CH2:3][CH2:2]1. The yield is 0.970. (2) The reactants are [CH2:1]([O:3][C:4](=[O:29])[CH2:5][C:6]1[N:7]=[C:8]([NH:11][C:12]([NH:14][C:15]2[CH:20]=[CH:19][C:18]([CH3:21])=[CH:17][C:16]=2[C:22]([CH:24]2[CH2:28][CH2:27][CH2:26][CH2:25]2)=[O:23])=[O:13])[S:9][CH:10]=1)[CH3:2].[Br:30]N1C(=O)CCC1=O. The catalyst is C(#N)C.C(Cl)Cl. The product is [CH2:1]([O:3][C:4](=[O:29])[CH:5]([Br:30])[C:6]1[N:7]=[C:8]([NH:11][C:12]([NH:14][C:15]2[CH:20]=[CH:19][C:18]([CH3:21])=[CH:17][C:16]=2[C:22]([CH:24]2[CH2:28][CH2:27][CH2:26][CH2:25]2)=[O:23])=[O:13])[S:9][CH:10]=1)[CH3:2]. The yield is 0.170.